From a dataset of Experimentally validated miRNA-target interactions with 360,000+ pairs, plus equal number of negative samples. Binary Classification. Given a miRNA mature sequence and a target amino acid sequence, predict their likelihood of interaction. (1) The miRNA is hsa-miR-224-5p with sequence UCAAGUCACUAGUGGUUCCGUUUAG. The protein sequence of the target gene is MHLLAILFCALWSAVLAENSDDYDLMYVNLDNEIDNGLHPTEDPTPCACGQEHSEWDKLFIMLENSQMRERMLLQATDDVLRGELQRLREELGRLAESLARPCAPGAPAEARLTSALDELLQATRDAGRRLARMEGAEAQRPEEAGRALAAVLEELRQTRADLHAVQGWAARSWLPAGCETAILFPMRSKKIFGSVHPVRPMRLESFSACIWVKATDVLNKTILFSYGTKRNPYEIQLYLSYQSIVFVVGGEENKLVAEAMVSLGRWTHLCGTWNSEEGLTSLWVNGELAATTVEMATGH.... Result: 1 (interaction). (2) The miRNA is cel-miR-39-3p with sequence UCACCGGGUGUAAAUCAGCUUG. The protein sequence of the target gene is MEPAGHSSATHNIVVPNANPTQPQPLAPAMREEGATLSPPNTWSSSSVEFLDDADDNRLLFTCTFTLPHGTVLSSATYADGFHEQYLTIGDNFLARLEPKGQSFILSAAAASVKQRIFARVTMPDGALRACELLCEFETDRAKITVLALRSAFSLQASHVSSNFHVFTFITKHSSTCALTHIDYASIPYLGLLPTDLIGKSLLAFVYSPDVHVVRQAHIDLHNSRGKIVKSIADLRLVAHNGSILRCQTEWSAYVNPWTRKMELVVARHRICSLPIGDSDVISSPPPGIQSNTLPPVMAK.... Result: 0 (no interaction). (3) The miRNA is rno-let-7b-5p with sequence UGAGGUAGUAGGUUGUGUGGUU. The protein sequence of the target gene is MESSKKMDSPGALQTNPPLKLHTDRSAGTPVFVPEQGGYKEKFVKTVEDKYKCEKCHLVLCSPKQTECGHRFCESCMAALLSSSSPKCTACQESIVKDKVFKDNCCKREILALQIYCRNESRGCAEQLMLGHLLVHLKNDCHFEELPCVRPDCKEKVLRKDLRDHVEKACKYREATCSHCKSQVPMIALQKHEDTDCPCVVVSCPHKCSVQTLLRSELSAHLSECVNAPSTCSFKRYGCVFQGTNQQIKAHEASSAVQHVNLLKEWSNSLEKKVSLLQNESVEKNKSIQSLHNQICSFEI.... Result: 0 (no interaction). (4) The miRNA is mmu-miR-669c-5p with sequence AUAGUUGUGUGUGGAUGUGUGU. The protein sequence of the target gene is MKFNPFVTSDRSKNRKRHFNAPSHIRRKIMSSPLSKELRQKYNVRSMPIRKDDEVQVVRGHYKGQQIGKVVQVYRKKYVIYIERVQREKANGTTVHVGIHPSKVVITRLKLDKDRKKILERKAKSRQVGKEKGKYKEETIEKMQE. Result: 0 (no interaction). (5) The miRNA is hsa-miR-513a-5p with sequence UUCACAGGGAGGUGUCAU. The protein sequence of the target gene is MLDTIARALQDLGRQVLPTLPSLSQEEVSIIWGNVSEFVRRQLTLHKGVQIPAFGTFTFIRQKLEVGNNKFILIQRPVFIMVEKLVQIHGLKQNKVYTPGEIPIVPLNFVMISLEGPFNRDVVEGCVKETLLFLSRSISMKQNVEFTFKGIGVLMIRDSKVKMRFYKDFLCTMDGSGALAKALANRPGTVDSVLSSREALRKWPSSVLAFPRIELKEMENKLPMETLVEECGENRERKCKLKDQSDKEEGTRDISSPKRLRDRQALFPAKVTNVSLLEKFERSESGGKIMTPESLSYPSC.... Result: 0 (no interaction). (6) The miRNA is hsa-miR-1238-5p with sequence GUGAGUGGGAGCCCCAGUGUGUG. The protein sequence of the target gene is MQRTQPRPCYLNAPQQCPGAERPGRPTAGSHSFLLRPGPLAGSSPFALLDPLQAFEQFVWVRSQARAGLLRLRQGSHAVTRCRPLPVRREGRRDGSPWRSVVCRYCRCSRQTGASVTTVSLPSSSSSPGLDPRGPRQASVRSLRSEPVLLFLPFRTPYRDSEEGKREGLSRLRAVCRRAGPRGRGSFSPRDARASPRLHFLVAAVTTGAASRRQRGARVRQPSPSSSRRAKRLRECERRSLHAPPAMDASYDGTEVTVVMEEIEEAYCYTSPGPPKKKKKYKIHGEKTKKPRSAYLLYYY.... Result: 0 (no interaction). (7) The miRNA is hsa-miR-3688-3p with sequence UAUGGAAAGACUUUGCCACUCU. The protein sequence of the target gene is MVSQRSLLLLLLLTLRDVDSCQGPELVRELVLAKVKALFLDALGPPAMDGEGGDPGIRRLPRRHAVGGFMHRTSEPEEEDVSQAILFPATGATCEDQPAARGLAQEAEEGLFTYVFRPSQHIRSHQVTSAQLWFHTGLGRKSTAAANSSAPLLDLLVLSSGGPMAVPVSLGQGPPRWAVLHLAASAFPLLTHPILVLLLRCPLCSCSGRPETTPFLVAHTRARAPSAGERARRSTPSVPWPWSPAALRLLQRPPEEPAAHAFCHRAALNISFQELGWDRWIVHPPSFIFHYCHGSCGMPT.... Result: 0 (no interaction). (8) The protein sequence of the target gene is MAVQGQRFMTKTQHYRKVTKPLLERKRRARMNLYLDELKDLIVDTMDAQGEQVSKLEKADILELTVNYLKAQQQQRVANPQSPPPDQVNLDKFRAGYTQAAYEVSHIFSTVPGLDLKFGTHLMKQLGHQLKDMKQEEEIIDMAEEPVNLADQKRSKSPREEDIHHGEEVWRPW. Result: 0 (no interaction). The miRNA is rno-miR-200b-3p with sequence UAAUACUGCCUGGUAAUGAUGAC. (9) The miRNA is hsa-miR-135b-5p with sequence UAUGGCUUUUCAUUCCUAUGUGA. The protein sequence of the target gene is MDRVYEIPEEPNVVPISSLEEDVIRGPNPRFTFPFSILFSTFLYCGEAASALYMVRIYRKNNETFWMTYTFSFFMFSSIMVQLTLIFVHRDLAKDRPLSLFMHLILLGPVIRCLEAMIKYLTLWKKEGQEEPYVSLTRKKMLIAGQEVLIEWEVGHSIRTLAMHRNAYKRMSQIQAFLGSVPQLTYQLYVSLISAEVPLGRAVLMAFSLISVTYGATLCNMLAIQIKYDDYKIRLGPLEVLCITVWRTLEITSRLVILVLFSATLKLKAVPFLVLNFLIILFEPWVKFWRSGAQMPNNIE.... Result: 0 (no interaction). (10) The miRNA is hsa-miR-497-3p with sequence CAAACCACACUGUGGUGUUAGA. The protein sequence of the target gene is MAVSGFTLGTCILLLHISYVANYPNGKVTQSCHGMIPEHGHSPQSVPVHDIYVSQMTFRPGDQIEVTLSGHPFKGFLLEARNAEDLNGPPIGSFTLIDSEVSQLLTCEDIQGSAVSHRSASKKTEIKVYWNAPSSAPNHTQFLVTVVEKYKIYWVKIPGPIISQPNAFPFTTPKATVVPLPTLPPVSHLTKPFSASDCGNKKFCIRSPLNCDPEKEASCVFLSFTRDDQSVMVEMSGPSKGYLSFALSHDQWMGDDDAYLCIHEDQTVYIQPSHLTGRSHPVMDSRDTLEDMAWRLADGV.... Result: 0 (no interaction).